This data is from Full USPTO retrosynthesis dataset with 1.9M reactions from patents (1976-2016). The task is: Predict the reactants needed to synthesize the given product. (1) Given the product [CH3:14][CH2:15][N:7]([CH:3]([CH3:2])[CH3:4])[CH:11]([CH3:10])[CH3:18].[N:7]1([C:3]2[CH:2]=[N:1][CH:6]=[CH:5][CH:4]=2)[CH:11]=[CH:10][CH:9]=[N:8]1, predict the reactants needed to synthesize it. The reactants are: [N:1]1[CH:6]=[CH:5][CH:4]=[C:3]([N:7]2[CH:11]=[C:10](N)[CH:9]=[N:8]2)[CH:2]=1.Cl.[CH2:14](Cl)[CH2:15]Cl.[CH2:18](Cl)Cl. (2) Given the product [ClH:25].[ClH:25].[F:21][C:19]([F:20])([F:22])[C:14]1[CH:15]=[CH:16][CH:17]=[C:18]2[C:13]=1[CH2:12][N:11]1[CH2:23][CH2:24][NH:8][CH2:9][C@H:10]12, predict the reactants needed to synthesize it. The reactants are: C(OC([N:8]1[CH2:24][CH2:23][N:11]2[CH2:12][C:13]3[C:18]([C@@H:10]2[CH2:9]1)=[CH:17][CH:16]=[CH:15][C:14]=3[C:19]([F:22])([F:21])[F:20])=O)(C)(C)C.[ClH:25]. (3) Given the product [CH3:1][C@@:2]1([CH2:13][O:14][C:15]2[CH:16]=[CH:17][C:18]([C:21]3[CH:22]=[CH:23][C:24]([N:27]4[CH2:32][CH2:31][N:30]([CH2:33][C:15]5[CH:20]=[CH:19][C:42]([C:41]([F:46])([F:45])[F:40])=[CH:17][CH:16]=5)[CH2:29][CH2:28]4)=[CH:25][CH:26]=3)=[CH:19][CH:20]=2)[O:6][C:5]2=[N:7][C:8]([N+:10]([O-:12])=[O:11])=[CH:9][N:4]2[CH2:3]1, predict the reactants needed to synthesize it. The reactants are: [CH3:1][C@@:2]1([CH2:13][O:14][C:15]2[CH:20]=[CH:19][C:18]([C:21]3[CH:26]=[CH:25][C:24]([N:27]4[CH2:32][CH2:31][N:30]([C:33](OC(C)(C)C)=O)[CH2:29][CH2:28]4)=[CH:23][CH:22]=3)=[CH:17][CH:16]=2)[O:6][C:5]2=[N:7][C:8]([N+:10]([O-:12])=[O:11])=[CH:9][N:4]2[CH2:3]1.[F:40][C:41]([F:46])([F:45])[C:42](O)=O. (4) Given the product [CH3:38][N:35]1[CH2:36][CH2:37][CH:29]([C:28]2[NH:18][C:19](=[O:27])[C:20]3[C:21]([CH:26]=2)=[CH:22][CH:23]=[CH:24][CH:25]=3)[CH2:33][CH2:34]1, predict the reactants needed to synthesize it. The reactants are: CC1(C)CC=CC(C)(C)N1.C([Li])CCC.C([N:18]([CH2:28][CH3:29])[C:19](=[O:27])[C:20]1[CH:25]=[CH:24][CH:23]=[CH:22][C:21]=1[CH3:26])C.C(C1[CH2:37][CH2:36][N:35]([CH3:38])[CH2:34][CH2:33]1)#N.C(=O)([O-])[O-].[K+].[K+]. (5) Given the product [C:51]([OH:58])(=[O:57])/[CH:52]=[CH:53]/[C:54]([OH:56])=[O:55].[C:51]([OH:58])(=[O:57])/[CH:52]=[CH:53]/[C:54]([OH:56])=[O:55].[O:1]=[C:2]1[N:8]([CH:9]2[CH2:14][CH2:13][N:12]([C:15]([O:17][C@H:18]([CH2:34][C:35]3[CH:40]=[C:39]([C:41]([F:43])([F:42])[F:44])[C:38]([NH2:45])=[C:37]([Cl:46])[CH:36]=3)[C:19]([N:21]3[CH2:26][CH2:25][CH:24]([N:27]4[CH2:28][CH2:29][N:30]([CH3:33])[CH2:31][CH2:32]4)[CH2:23][CH2:22]3)=[O:20])=[O:16])[CH2:11][CH2:10]2)[CH2:7][CH2:6][C:5]2[CH:47]=[CH:48][CH:49]=[CH:50][C:4]=2[NH:3]1, predict the reactants needed to synthesize it. The reactants are: [O:1]=[C:2]1[N:8]([CH:9]2[CH2:14][CH2:13][N:12]([C:15]([O:17][C@H:18]([CH2:34][C:35]3[CH:40]=[C:39]([C:41]([F:44])([F:43])[F:42])[C:38]([NH2:45])=[C:37]([Cl:46])[CH:36]=3)[C:19]([N:21]3[CH2:26][CH2:25][CH:24]([N:27]4[CH2:32][CH2:31][N:30]([CH3:33])[CH2:29][CH2:28]4)[CH2:23][CH2:22]3)=[O:20])=[O:16])[CH2:11][CH2:10]2)[CH2:7][CH2:6][C:5]2[CH:47]=[CH:48][CH:49]=[CH:50][C:4]=2[NH:3]1.[C:51]([OH:58])(=[O:57])/[CH:52]=[CH:53]/[C:54]([OH:56])=[O:55]. (6) Given the product [CH:22]1([CH2:21][CH2:20][C@H:19]([OH:25])/[CH:18]=[CH:17]/[C@H:11]2[CH2:12][CH2:13][CH2:14][C:15](=[O:16])[N:10]2[CH2:9][CH2:8][S:7][CH2:6][CH2:5][CH2:4][C:3]([OH:26])=[O:2])[CH2:23][CH2:24]1, predict the reactants needed to synthesize it. The reactants are: C[O:2][C:3](=[O:26])[CH2:4][CH2:5][CH2:6][S:7][CH2:8][CH2:9][N:10]1[C:15](=[O:16])[CH2:14][CH2:13][CH2:12][C@@H:11]1/[CH:17]=[CH:18]/[C@@H:19]([OH:25])[CH2:20][CH2:21][CH:22]1[CH2:24][CH2:23]1.[OH-].[Na+]. (7) Given the product [C:2]([C:4]1[CH:5]=[C:6]([NH:10][C:11]2[C:20]3[C:15](=[CH:16][C:17]([O:24][CH2:25][CH2:26][O:27][CH3:28])=[C:18]([NH2:21])[CH:19]=3)[N:14]=[CH:13][N:12]=2)[CH:7]=[CH:8][CH:9]=1)#[CH:3], predict the reactants needed to synthesize it. The reactants are: Cl.[C:2]([C:4]1[CH:5]=[C:6]([NH:10][C:11]2[C:20]3[C:15](=[CH:16][C:17]([O:24][CH2:25][CH2:26][O:27][CH3:28])=[C:18]([N+:21]([O-])=O)[CH:19]=3)[N:14]=[CH:13][N:12]=2)[CH:7]=[CH:8][CH:9]=1)#[CH:3].[OH-].[Na+].